Dataset: Forward reaction prediction with 1.9M reactions from USPTO patents (1976-2016). Task: Predict the product of the given reaction. (1) The product is: [C:1]([C:48]1[CH:49]=[C:44]([CH:45]=[CH:46][CH:47]=1)[CH2:43][O:50][C:51]1[CH:52]=[CH:53][C:54]([CH2:55][C@H:56]([NH:76][C:77](=[O:87])[O:78][C@@H:79]2[C@H:86]3[C@H:82]([O:83][CH2:84][CH2:85]3)[O:81][CH2:80]2)[C@H:57]([OH:75])[CH2:58][N:59]([S:64]([C:67]2[CH:72]=[CH:71][C:70]([OH:73])=[C:69]([CH3:74])[CH:68]=2)(=[O:65])=[O:66])[CH2:60][CH:61]([CH3:62])[CH3:63])=[CH:88][CH:89]=1)#[N:2]. Given the reactants [C:1](C1C=C(C=CC=1)COC1C=CC(C[C@]2(S(C3C=CC4OCOC=4C=3)(=O)=O)[C@@H](CC(C)C)OC(C)(C)N2CN)=CC=1)#[N:2].[CH2:43]([O:50][C:51]1[CH:89]=[CH:88][C:54]([CH2:55][C@H:56]([NH:76][C:77](=[O:87])[O:78][C@@H:79]2[C@H:86]3[C@H:82]([O:83][CH2:84][CH2:85]3)[O:81][CH2:80]2)[C@H:57]([OH:75])[CH2:58][N:59]([S:64]([C:67]2[CH:72]=[CH:71][C:70]([OH:73])=[C:69]([CH3:74])[CH:68]=2)(=[O:66])=[O:65])[CH2:60][CH:61]([CH3:63])[CH3:62])=[CH:53][CH:52]=1)[C:44]1[CH:49]=[CH:48][CH:47]=[CH:46][CH:45]=1, predict the reaction product. (2) Given the reactants [Si:1]([O:8][CH2:9][C:10]([C:13]1[S:14][CH:15]=[CH:16][N:17]=1)([OH:12])[CH3:11])([C:4]([CH3:7])([CH3:6])[CH3:5])([CH3:3])[CH3:2].[Br:18]N1C(=O)CCC1=O.O, predict the reaction product. The product is: [Br:18][C:15]1[S:14][C:13]([C:10]([OH:12])([CH3:11])[CH2:9][O:8][Si:1]([C:4]([CH3:5])([CH3:6])[CH3:7])([CH3:2])[CH3:3])=[N:17][CH:16]=1. (3) Given the reactants [C:1]([C:3]1[N:8]=[C:7](Cl)[CH:6]=[N:5][CH:4]=1)#[N:2].P([O-])([O-])([O-])=O.[K+].[K+].[K+].[CH:18]1(B(O)O)[CH2:20][CH2:19]1, predict the reaction product. The product is: [CH:18]1([C:7]2[N:8]=[C:3]([C:1]#[N:2])[CH:4]=[N:5][CH:6]=2)[CH2:20][CH2:19]1. (4) Given the reactants [CH2:1]([O:3][C:4]([CH:6]1[C:11](=[O:12])[CH2:10][CH2:9][N:8]([CH2:13][C:14]2[CH:19]=[CH:18][CH:17]=[CH:16][CH:15]=2)[CH2:7]1)=[O:5])[CH3:2].[Br:20][C:21]1[CH:28]=[CH:27][CH:26]=[CH:25][C:22]=1[CH2:23]Br, predict the reaction product. The product is: [CH2:1]([O:3][C:4]([C:6]1([CH2:23][C:22]2[CH:25]=[CH:26][CH:27]=[CH:28][C:21]=2[Br:20])[C:11](=[O:12])[CH2:10][CH2:9][N:8]([CH2:13][C:14]2[CH:15]=[CH:16][CH:17]=[CH:18][CH:19]=2)[CH2:7]1)=[O:5])[CH3:2].